Dataset: Forward reaction prediction with 1.9M reactions from USPTO patents (1976-2016). Task: Predict the product of the given reaction. (1) Given the reactants C(N(C(C)C)CC)(C)C.Cl[C:11]([O:13][CH2:14][CH2:15][F:16])=[O:12].ClCCl.Cl.[CH3:21][S:22]([C:25]1[CH:26]=[C:27]2[C:31](=[CH:32][CH:33]=1)[N:30]([C:34]1[CH:39]=[C:38]([O:40][CH:41]3[CH2:46][CH2:45][NH:44][CH2:43][CH2:42]3)[N:37]=[CH:36][N:35]=1)[CH2:29][CH2:28]2)(=[O:24])=[O:23], predict the reaction product. The product is: [CH3:21][S:22]([C:25]1[CH:26]=[C:27]2[C:31](=[CH:32][CH:33]=1)[N:30]([C:34]1[N:35]=[CH:36][N:37]=[C:38]([O:40][CH:41]3[CH2:46][CH2:45][N:44]([C:11]([O:13][CH2:14][CH2:15][F:16])=[O:12])[CH2:43][CH2:42]3)[CH:39]=1)[CH2:29][CH2:28]2)(=[O:24])=[O:23]. (2) Given the reactants C(OC(=O)[NH:7][CH2:8][CH2:9][CH2:10][NH:11][C:12]1[S:13][C:14]([C:17](=[O:25])[C:18]2[CH:23]=[CH:22][CH:21]=[CH:20][C:19]=2[CH3:24])=[CH:15][N:16]=1)(C)(C)C.Cl.C(=O)(O)[O-].[Na+], predict the reaction product. The product is: [NH2:7][CH2:8][CH2:9][CH2:10][NH:11][C:12]1[S:13][C:14]([C:17]([C:18]2[CH:23]=[CH:22][CH:21]=[CH:20][C:19]=2[CH3:24])=[O:25])=[CH:15][N:16]=1.